Predict which catalyst facilitates the given reaction. From a dataset of Catalyst prediction with 721,799 reactions and 888 catalyst types from USPTO. (1) The catalyst class is: 6. Reactant: [Br:1][C:2]1[CH:6]=[CH:5][S:4][CH:3]=1.BrC[CH:9]([O:13][CH2:14][CH3:15])[O:10][CH2:11][CH3:12].C(=O)([O-])[O-].[K+].[K+].[CH3:22][C:23]([CH3:25])=O. Product: [Br:1][C:2]1[CH:6]=[C:5]([S:4][CH2:3][CH:9]([O:13][CH2:14][CH3:15])[O:10][CH2:11][CH3:12])[CH:22]=[CH:23][CH:25]=1. (2) Reactant: [CH:1]([O:4][C:5]1[CH:6]=[C:7]([OH:15])[CH:8]=[C:9]([O:11][CH:12]([CH3:14])[CH3:13])[CH:10]=1)([CH3:3])[CH3:2].C(N(CC)C(C)C)(C)C.[F:25][C:26]([F:39])([F:38])[S:27](O[S:27]([C:26]([F:39])([F:38])[F:25])(=[O:29])=[O:28])(=[O:29])=[O:28]. Product: [F:25][C:26]([F:39])([F:38])[S:27]([O:15][C:7]1[CH:6]=[C:5]([O:4][CH:1]([CH3:3])[CH3:2])[CH:10]=[C:9]([O:11][CH:12]([CH3:14])[CH3:13])[CH:8]=1)(=[O:29])=[O:28]. The catalyst class is: 448. (3) Reactant: [CH2:1]([NH:3][C:4](=[O:33])[NH:5][CH2:6][C:7]1[CH:8]=[C:9]([C:13]2[CH:18]=[CH:17][C:16]([C:19]([CH3:31])([CH3:30])[CH2:20][CH2:21][CH2:22][NH:23][C:24](=[O:29])C(C)(C)C)=[CH:15][C:14]=2[OH:32])[CH:10]=[CH:11][CH:12]=1)[CH3:2].[N:34]1(C(Cl)=O)[CH2:39][CH2:38][O:37][CH2:36][CH2:35]1. Product: [CH2:1]([NH:3][C:4](=[O:33])[NH:5][CH2:6][C:7]1[CH:8]=[C:9]([C:13]2[CH:18]=[CH:17][C:16]([C:19]([CH3:30])([CH3:31])[CH2:20][CH2:21][CH2:22][NH:23][C:24]([N:34]3[CH2:39][CH2:38][O:37][CH2:36][CH2:35]3)=[O:29])=[CH:15][C:14]=2[OH:32])[CH:10]=[CH:11][CH:12]=1)[CH3:2]. The catalyst class is: 9. (4) Reactant: Br[C:2]1[CH:7]=[C:6]([CH3:8])[C:5]([Br:9])=[CH:4][N:3]=1.[C:10]1(B(O)O)[CH:15]=[CH:14][CH:13]=[CH:12][CH:11]=1.COCCOC.C(=O)([O-])[O-].[K+].[K+]. Product: [Br:9][C:5]1[C:6]([CH3:8])=[CH:7][C:2]([C:10]2[CH:15]=[CH:14][CH:13]=[CH:12][CH:11]=2)=[N:3][CH:4]=1. The catalyst class is: 6. (5) Reactant: CN1CCOCC1.[C:8]([C:10]1[CH:11]=[C:12]([NH:16][CH:17]([C:21]2[CH:26]=[CH:25][CH:24]=[CH:23][CH:22]=2)[C:18]([OH:20])=O)[CH:13]=[CH:14][CH:15]=1)#[N:9].[N:27]1([C:33]2[CH:39]=[CH:38][C:36]([NH2:37])=[CH:35][CH:34]=2)[CH2:32][CH2:31][O:30][CH2:29][CH2:28]1.Cl.CN(C)CCCN=C=NCC.O.OC1C2N=NNC=2C=CC=1. Product: [C:8]([C:10]1[CH:11]=[C:12]([NH:16][CH:17]([C:21]2[CH:26]=[CH:25][CH:24]=[CH:23][CH:22]=2)[C:18]([NH:37][C:36]2[CH:35]=[CH:34][C:33]([N:27]3[CH2:32][CH2:31][O:30][CH2:29][CH2:28]3)=[CH:39][CH:38]=2)=[O:20])[CH:13]=[CH:14][CH:15]=1)#[N:9]. The catalyst class is: 18. (6) Reactant: [CH3:1][O:2][C:3](=[O:18])[C:4]1[CH:9]=[C:8]([O:10][CH3:11])[CH:7]=[C:6]([S:12]C(=O)N(C)C)[CH:5]=1.CO[Na].Cl. Product: [CH3:1][O:2][C:3](=[O:18])[C:4]1[CH:9]=[C:8]([O:10][CH3:11])[CH:7]=[C:6]([SH:12])[CH:5]=1. The catalyst class is: 1.